Dataset: Full USPTO retrosynthesis dataset with 1.9M reactions from patents (1976-2016). Task: Predict the reactants needed to synthesize the given product. Given the product [CH3:85][O:86][C:87]1[CH:88]=[C:89]([CH2:93][C:94]([N:8]2[C:45]3[C:46](=[C:41]([CH3:40])[N:42]([CH2:70][C:71]4[CH:72]=[N:73][CH:74]=[CH:75][CH:76]=4)[C:43](=[O:69])[CH:44]=3)[C:47](=[O:68])[N:7]2[C:1]2[CH:6]=[CH:5][CH:4]=[CH:3][CH:2]=2)=[O:95])[CH:90]=[CH:91][CH:92]=1, predict the reactants needed to synthesize it. The reactants are: [C:1]1([NH:7][NH2:8])[CH:6]=[CH:5][CH:4]=[CH:3][CH:2]=1.O=C(CC(OC)=O)CC(OC)=O.C(OC(OCC)(OCC)C)C.NCC1C=NC=CC=1.[CH3:40][C:41]1[N:42]([CH2:70][C:71]2[CH:72]=[N:73][CH:74]=[CH:75][CH:76]=2)[C:43](=[O:69])[CH:44]=[C:45]2N(C(=O)CCCOC3C=CC=CC=3)N(C3C=CC=CC=3)[C:47](=[O:68])[C:46]=12.C(N(CC)CC)(C)C.[CH3:85][O:86][C:87]1[CH:88]=[C:89]([CH2:93][C:94](Cl)=[O:95])[CH:90]=[CH:91][CH:92]=1.